The task is: Predict the product of the given reaction.. This data is from Forward reaction prediction with 1.9M reactions from USPTO patents (1976-2016). Given the reactants [CH3:1][C:2]1[CH:7]=[CH:6][N:5]=[CH:4][C:3]=1[N:8]1[CH2:12][CH2:11][NH:10][C:9]1=[O:13].Br[C:15]1[S:19][C:18]2[CH:20]=[CH:21][C:22]([F:24])=[CH:23][C:17]=2[C:16]=1[CH3:25].N[C@@H]1CCCC[C@H]1N.C(=O)([O-])[O-].[K+].[K+], predict the reaction product. The product is: [F:24][C:22]1[CH:21]=[CH:20][C:18]2[S:19][C:15]([N:10]3[CH2:11][CH2:12][N:8]([C:3]4[CH:4]=[N:5][CH:6]=[CH:7][C:2]=4[CH3:1])[C:9]3=[O:13])=[C:16]([CH3:25])[C:17]=2[CH:23]=1.